From a dataset of Reaction yield outcomes from USPTO patents with 853,638 reactions. Predict the reaction yield, written as a fraction of the theoretical maximum amount of product (1.0 means a 100% yield; for example, 0.34 means a 34% yield). (1) The reactants are [CH3:1][S:2]([CH2:5][C:6](=[CH2:10])[C:7]([OH:9])=[O:8])(=[O:4])=[O:3]. The catalyst is CO.[Pd]. The product is [CH3:10][CH:6]([CH2:5][S:2]([CH3:1])(=[O:4])=[O:3])[C:7]([OH:9])=[O:8]. The yield is 0.960. (2) The reactants are [F:1][C:2]1[CH:24]=[C:23]([F:25])[CH:22]=[CH:21][C:3]=1[O:4][CH2:5][C@@H:6]([OH:20])[C@@H:7]([NH:9]C(=O)OCC1C=CC=CC=1)[CH3:8].[ClH:26]. The catalyst is C(O)C.C(OCC)C.[Pd]. The product is [Cl-:26].[F:1][C:2]1[CH:24]=[C:23]([F:25])[CH:22]=[CH:21][C:3]=1[O:4][CH2:5][C@@H:6]([OH:20])[C@@H:7]([NH3+:9])[CH3:8]. The yield is 0.940. (3) The product is [C:1]([C:5]1[CH:6]=[CH:7][C:8]([C:44]#[N:45])=[C:9]([CH:43]=1)[O:10][C:11]1[S:12][CH:13]=[C:14]([C:16]([NH:18][C:19]2[C:20]([O:41][CH3:42])=[N:21][C:22]([NH:27][CH2:28][CH2:29][NH:30][CH:38]([CH3:40])[CH3:39])=[N:23][C:24]=2[O:25][CH3:26])=[O:17])[N:15]=1)([CH3:3])([CH3:4])[CH3:2]. The catalyst is ClCCl. The reactants are [C:1]([C:5]1[CH:6]=[CH:7][C:8]([C:44]#[N:45])=[C:9]([CH:43]=1)[O:10][C:11]1[S:12][CH:13]=[C:14]([C:16]([NH:18][C:19]2[C:20]([O:41][CH3:42])=[N:21][C:22]([NH:27][CH2:28][CH2:29][N:30]([CH:38]([CH3:40])[CH3:39])C(=O)OC(C)(C)C)=[N:23][C:24]=2[O:25][CH3:26])=[O:17])[N:15]=1)([CH3:4])([CH3:3])[CH3:2].C(O)(C(F)(F)F)=O. The yield is 0.510. (4) The reactants are [OH:1][C:2]1[N:3]=[C:4]([C:8]2[CH:13]=[CH:12][C:11]([C:14]([O:16]C)=[O:15])=[CH:10][CH:9]=2)[S:5][C:6]=1[CH3:7].[CH2:18]([CH:20]([CH2:23][CH2:24][CH2:25][CH3:26])[CH2:21]Br)[CH3:19]. No catalyst specified. The product is [CH2:18]([CH:20]([CH2:23][CH2:24][CH2:25][CH3:26])[CH2:21][O:1][C:2]1[N:3]=[C:4]([C:8]2[CH:9]=[CH:10][C:11]([C:14]([OH:16])=[O:15])=[CH:12][CH:13]=2)[S:5][C:6]=1[CH3:7])[CH3:19]. The yield is 0.0100. (5) The reactants are [N:1]1[CH:6]=[CH:5][CH:4]=[C:3]([OH:7])[CH:2]=1.[H-].[Na+].Cl[C:11]1[N:18]=[CH:17][CH:16]=[CH:15][C:12]=1[C:13]#[N:14]. The catalyst is CN(C)C=O. The product is [N:1]1[CH:6]=[CH:5][CH:4]=[C:3]([O:7][C:11]2[N:18]=[CH:17][CH:16]=[CH:15][C:12]=2[C:13]#[N:14])[CH:2]=1. The yield is 0.500. (6) The reactants are [F:1][C:2]1[CH:3]=[C:4]([CH2:9][CH2:10][OH:11])[CH:5]=[C:6]([F:8])[CH:7]=1.N1C=CN=C1.[CH3:17][C:18]([Si:21](Cl)([CH3:23])[CH3:22])([CH3:20])[CH3:19]. The catalyst is CN(C=O)C.CCOC(C)=O. The product is [C:18]([Si:21]([O:11][CH2:10][CH2:9][C:4]1[CH:3]=[C:2]([F:1])[CH:7]=[C:6]([F:8])[CH:5]=1)([CH3:23])[CH3:22])([CH3:20])([CH3:19])[CH3:17]. The yield is 0.880. (7) The reactants are NC1SC(C2C(F)=CC=CC=2F)=NC=1C(NC1C=NN(C)C=1N1CCC[C@H](NCCO)CC1)=O.[OH:35][CH2:36][CH2:37][N:38]([CH2:76][CH2:77][OH:78])[C@@H:39]1[CH2:45][CH2:44][CH2:43][N:42]([C:46]2[N:50]([CH3:51])[N:49]=[CH:48][C:47]=2[NH:52][C:53]([C:55]2[N:56]=[C:57]([C:68]3[C:73]([F:74])=[CH:72][CH:71]=[CH:70][C:69]=3[F:75])[S:58][C:59]=2[NH:60]C(=O)OC(C)(C)C)=[O:54])[CH2:41][CH2:40]1. No catalyst specified. The product is [NH2:60][C:59]1[S:58][C:57]([C:68]2[C:69]([F:75])=[CH:70][CH:71]=[CH:72][C:73]=2[F:74])=[N:56][C:55]=1[C:53]([NH:52][C:47]1[CH:48]=[N:49][N:50]([CH3:51])[C:46]=1[N:42]1[CH2:43][CH2:44][CH2:45][C@H:39]([N:38]([CH2:37][CH2:36][OH:35])[CH2:76][CH2:77][OH:78])[CH2:40][CH2:41]1)=[O:54]. The yield is 0.710. (8) The product is [F:59][C:57]1[CH:56]=[CH:55][C:52]([CH2:53][NH:54][C:22]([C:10]2[N:11]=[C:12]3[N:17]([C:18](=[O:19])[C:9]=2[O:8][CH2:1][C:2]2[CH:7]=[CH:6][CH:5]=[CH:4][CH:3]=2)[CH2:16][CH2:15][O:14][C:13]3([CH3:21])[CH3:20])=[O:23])=[C:51]([OH:50])[CH:58]=1. The catalyst is CN(C)C=O.CN(C1C=CN=CC=1)C. The reactants are [CH2:1]([O:8][C:9]1[C:18](=[O:19])[N:17]2[C:12]([C:13]([CH3:21])([CH3:20])[O:14][CH2:15][CH2:16]2)=[N:11][C:10]=1[C:22](O)=[O:23])[C:2]1[CH:7]=[CH:6][CH:5]=[CH:4][CH:3]=1.CN(C(ON1N=NC2C=CC=NC1=2)=[N+](C)C)C.F[P-](F)(F)(F)(F)F.Cl.[OH:50][C:51]1[CH:58]=[C:57]([F:59])[CH:56]=[CH:55][C:52]=1[CH2:53][NH2:54]. The yield is 0.640. (9) The reactants are [Cl:1][C:2]1[CH:3]=[CH:4][C:5]([C@@:8]([NH:38][C:39](=[O:51])[C:40]2[CH:45]=[CH:44][C:43]([F:46])=[C:42]([C:47]([F:50])([F:49])[F:48])[CH:41]=2)([C:24]2[CH:29]=[C:28]([O:30][C:31]([F:36])([F:35])[CH:32]([F:34])[F:33])[CH:27]=[C:26]([F:37])[CH:25]=2)[CH2:9][C:10]2[CH:15]=[CH:14][C:13]([CH2:16][CH2:17][CH2:18][C:19]([O:21]CC)=[O:20])=[CH:12][CH:11]=2)=[N:6][CH:7]=1.[Li+].[OH-]. The catalyst is C1COCC1.Cl. The product is [Cl:1][C:2]1[CH:3]=[CH:4][C:5]([C@@:8]([NH:38][C:39](=[O:51])[C:40]2[CH:45]=[CH:44][C:43]([F:46])=[C:42]([C:47]([F:50])([F:48])[F:49])[CH:41]=2)([C:24]2[CH:29]=[C:28]([O:30][C:31]([F:36])([F:35])[CH:32]([F:33])[F:34])[CH:27]=[C:26]([F:37])[CH:25]=2)[CH2:9][C:10]2[CH:11]=[CH:12][C:13]([CH2:16][CH2:17][CH2:18][C:19]([OH:21])=[O:20])=[CH:14][CH:15]=2)=[N:6][CH:7]=1. The yield is 0.920. (10) The reactants are [S:1]1[CH:5]=[CH:4][CH:3]=[CH:2]1.C([Li])CCC.I[CH2:12][CH:13]([CH2:22][CH2:23][CH2:24][CH2:25][CH2:26][CH3:27])[CH2:14][CH2:15][CH2:16][CH2:17][CH2:18][CH2:19][CH2:20][CH3:21].O. The catalyst is C1COCC1. The product is [CH2:22]([CH:13]([CH2:14][CH2:15][CH2:16][CH2:17][CH2:18][CH2:19][CH2:20][CH3:21])[CH2:12][C:2]1[S:1][CH:5]=[CH:4][CH:3]=1)[CH2:23][CH2:24][CH2:25][CH2:26][CH3:27]. The yield is 0.770.